This data is from Full USPTO retrosynthesis dataset with 1.9M reactions from patents (1976-2016). The task is: Predict the reactants needed to synthesize the given product. (1) Given the product [IH:26].[C@H:1]1([NH:10][C:11]2[CH:20]=[CH:19][C:18]3[C:13](=[CH:14][CH:15]=[C:16]([NH:21][C:22](=[NH:24])[S:23][CH3:25])[CH:17]=3)[N:12]=2)[C:9]2[C:4](=[CH:5][CH:6]=[CH:7][CH:8]=2)[CH2:3][CH2:2]1, predict the reactants needed to synthesize it. The reactants are: [C@H:1]1([NH:10][C:11]2[CH:20]=[CH:19][C:18]3[C:13](=[CH:14][CH:15]=[C:16]([NH:21][C:22]([NH2:24])=[S:23])[CH:17]=3)[N:12]=2)[C:9]2[C:4](=[CH:5][CH:6]=[CH:7][CH:8]=2)[CH2:3][CH2:2]1.[CH3:25][I:26]. (2) Given the product [OH:19][C:20]1[C:21]2[C:22](=[O:34])/[C:23](=[CH:17]/[C:4]3[C:5]4[C:10](=[CH:9][CH:8]=[CH:7][C:6]=4[C:11]4[CH:16]=[CH:15][CH:14]=[CH:13][CH:12]=4)[N:2]([CH3:1])[CH:3]=3)/[O:24][C:25]=2[CH:26]=[CH:27][CH:28]=1, predict the reactants needed to synthesize it. The reactants are: [CH3:1][N:2]1[C:10]2[C:5](=[C:6]([C:11]3[CH:16]=[CH:15][CH:14]=[CH:13][CH:12]=3)[CH:7]=[CH:8][CH:9]=2)[C:4]([CH:17]=O)=[CH:3]1.[OH:19][C:20]1[CH:28]=[C:27](O)[CH:26]=[C:25]2[C:21]=1[CH2:22][C:23](=O)[O:24]2.Cl.C([OH:34])C.